This data is from Full USPTO retrosynthesis dataset with 1.9M reactions from patents (1976-2016). The task is: Predict the reactants needed to synthesize the given product. (1) Given the product [C:1]1([C:7]2[CH2:12][NH:11][CH:10]=[CH:9][CH:8]=2)[CH:6]=[CH:5][CH:4]=[CH:3][CH:2]=1, predict the reactants needed to synthesize it. The reactants are: [C:1]1([C:7]2[CH:8]=[CH:9][CH2:10][NH:11][CH:12]=2)[CH:6]=[CH:5][CH:4]=[CH:3][CH:2]=1. (2) The reactants are: [CH3:1][C:2]1[CH:11]=[C:10]([CH3:12])[C:9]([C:13]2[N:17]([CH2:18][O:19][CH2:20][CH2:21][Si:22]([CH3:25])([CH3:24])[CH3:23])[N:16]=[CH:15][C:14]=2[CH3:26])=[CH:8][C:3]=1[C:4]([O:6][CH3:7])=[O:5].C1C(=O)N([Cl:34])C(=O)C1. Given the product [Cl:34][C:15]1[C:14]([CH3:26])=[C:13]([C:9]2[C:10]([CH3:12])=[CH:11][C:2]([CH3:1])=[C:3]([CH:8]=2)[C:4]([O:6][CH3:7])=[O:5])[N:17]([CH2:18][O:19][CH2:20][CH2:21][Si:22]([CH3:25])([CH3:23])[CH3:24])[N:16]=1, predict the reactants needed to synthesize it. (3) Given the product [C:8]([O:11][C:12]([N:1]1[CH2:2][CH:3]=[CH:4][CH2:5][CH2:6]1)=[O:13])([CH3:10])([CH3:9])[CH3:7], predict the reactants needed to synthesize it. The reactants are: [NH:1]1[CH2:6][CH:5]=[CH:4][CH2:3][CH2:2]1.[CH3:7][C:8]([O:11][C:12](O[C:12]([O:11][C:8]([CH3:10])([CH3:9])[CH3:7])=[O:13])=[O:13])([CH3:10])[CH3:9]. (4) Given the product [Cl:30][C:17]1[CH:18]=[C:19]([C:22]2[CH:27]=[CH:26][CH:25]=[CH:24][C:23]=2[C:28]#[N:29])[CH:20]=[CH:21][C:16]=1[CH2:15][CH:8]([C:3](=[O:7])[CH2:4][CH2:5][CH3:6])[C:9]([O:11][CH2:12][CH3:13])=[O:10], predict the reactants needed to synthesize it. The reactants are: [H-].[Na+].[C:3]([CH2:8][C:9]([O:11][CH2:12][CH3:13])=[O:10])(=[O:7])[CH2:4][CH2:5][CH3:6].Br[CH2:15][C:16]1[CH:21]=[CH:20][C:19]([C:22]2[C:23]([C:28]#[N:29])=[CH:24][CH:25]=[CH:26][CH:27]=2)=[CH:18][C:17]=1[Cl:30].Cl. (5) Given the product [F:10][C:9]1[CH:8]=[CH:7][C:4]([CH:5]=[O:6])=[CH:3][C:2]=1[C:18]1[C:13]([O:12][CH3:11])=[N:14][CH:15]=[CH:16][CH:17]=1, predict the reactants needed to synthesize it. The reactants are: Br[C:2]1[CH:3]=[C:4]([CH:7]=[CH:8][C:9]=1[F:10])[CH:5]=[O:6].[CH3:11][O:12][C:13]1[C:18](B(O)O)=[CH:17][CH:16]=[CH:15][N:14]=1.C(=O)([O-])O.[Na+]. (6) Given the product [Cl:1][C:2]1[CH:7]=[C:6]([NH:8][C:9]2[CH:14]=[CH:13][C:12]([Cl:15])=[CH:11][C:10]=2[CH3:16])[CH:5]=[CH:4][C:3]=1[C:17]([C:19]1[CH:24]=[C:23]([CH:22]=[CH:21][C:20]=1[F:26])[O:25][CH2:28][C:29]([NH:31][CH3:32])=[O:30])=[O:18], predict the reactants needed to synthesize it. The reactants are: [Cl:1][C:2]1[CH:7]=[C:6]([NH:8][C:9]2[CH:14]=[CH:13][C:12]([Cl:15])=[CH:11][C:10]=2[CH3:16])[CH:5]=[CH:4][C:3]=1[C:17]([C:19]1[CH:24]=[C:23]([OH:25])[CH:22]=[CH:21][C:20]=1[F:26])=[O:18].Cl[CH2:28][C:29]([NH:31][CH3:32])=[O:30].C([O-])([O-])=O.[K+].[K+].